The task is: Predict the reactants needed to synthesize the given product.. This data is from Full USPTO retrosynthesis dataset with 1.9M reactions from patents (1976-2016). (1) Given the product [F:1][C:2]1[CH:10]=[C:9]2[C:5]([C:6]([C:11]3[CH:12]=[CH:13][C:14]([N:17]([CH3:18])[C:19](=[O:20])[CH3:21])=[N:15][CH:16]=3)=[CH:7][NH:8]2)=[CH:4][CH:3]=1, predict the reactants needed to synthesize it. The reactants are: [F:1][C:2]1[CH:10]=[C:9]2[C:5]([C:6]([C:11]3[CH:12]=[CH:13][C:14]([NH:17][CH3:18])=[N:15][CH:16]=3)=[CH:7][NH:8]2)=[CH:4][CH:3]=1.[C:19](Cl)([CH3:21])=[O:20]. (2) Given the product [C:1]1([CH3:12])[CH:6]=[CH:5][CH:4]=[C:3]([CH:7]([CH3:16])[C:8]([O:10][CH3:11])=[O:9])[CH:2]=1, predict the reactants needed to synthesize it. The reactants are: [C:1]1([CH3:12])[CH:6]=[CH:5][CH:4]=[C:3]([CH2:7][C:8]([O:10][CH3:11])=[O:9])[CH:2]=1.[H-].[Na+].I[CH3:16]. (3) The reactants are: [NH2:1][CH2:2][C:3]([NH:5][CH2:6][C:7]1([C:13]2[CH:18]=[CH:17][CH:16]=[C:15]([C:19]3[CH:20]=[N:21][N:22]([CH3:24])[CH:23]=3)[CH:14]=2)[CH2:12][CH2:11][NH:10][CH2:9][CH2:8]1)=[O:4].Cl[C:26]1[N:34]=[CH:33][N:32]=[C:31]2[C:27]=1[NH:28][CH:29]=[N:30]2.C(N(CC)CC)C. Given the product [NH2:1][CH2:2][C:3]([NH:5][CH2:6][C:7]1([C:13]2[CH:18]=[CH:17][CH:16]=[C:15]([C:19]3[CH:20]=[N:21][N:22]([CH3:24])[CH:23]=3)[CH:14]=2)[CH2:8][CH2:9][N:10]([C:26]2[N:34]=[CH:33][N:32]=[C:31]3[C:27]=2[N:28]=[CH:29][NH:30]3)[CH2:11][CH2:12]1)=[O:4], predict the reactants needed to synthesize it.